This data is from Forward reaction prediction with 1.9M reactions from USPTO patents (1976-2016). The task is: Predict the product of the given reaction. (1) Given the reactants [CH3:1][O:2][C:3](=[O:25])[CH2:4][C:5]1[CH:10]=[C:9]([Br:11])[C:8]([O:12][C:13]2[CH:18]=[CH:17][C:16]([O:19][CH3:20])=[C:15]([CH:21]([CH3:23])[CH3:22])[CH:14]=2)=[C:7]([Br:24])[CH:6]=1.[CH:26]1([CH2:31][C:32](Cl)=[O:33])[CH2:30][CH2:29][CH2:28][CH2:27]1, predict the reaction product. The product is: [CH3:1][O:2][C:3](=[O:25])[CH2:4][C:5]1[CH:10]=[C:9]([Br:11])[C:8]([O:12][C:13]2[CH:14]=[C:15]([CH:21]([CH3:23])[CH3:22])[C:16]([O:19][CH3:20])=[CH:17][C:18]=2[C:32](=[O:33])[CH2:31][CH:26]2[CH2:30][CH2:29][CH2:28][CH2:27]2)=[C:7]([Br:24])[CH:6]=1. (2) Given the reactants [C:1]([O:4][C@H:5]([C:48]1[CH:53]=[CH:52][C:51]([F:54])=[CH:50][CH:49]=1)[CH2:6][CH2:7][C@H:8]1[C:11](=[O:12])[N:10]([C:13]2[CH:18]=[CH:17][C:16]([CH2:19][CH2:20][CH2:21][NH:22][C:23]3[S:24][CH:25]=[CH:26][N:27]=3)=[CH:15][CH:14]=2)[C@@H:9]1[C:28]1[CH:33]=[CH:32][C:31]([CH2:34][CH2:35][C:36]2([O:44][C:45](=[O:47])[CH3:46])[CH2:41][O:40]C(C)(C)[O:38][CH2:37]2)=[CH:30][CH:29]=1)(=[O:3])[CH3:2].FC(F)(F)C(O)=O, predict the reaction product. The product is: [C:45]([O:44][C:36]([CH2:37][OH:38])([CH2:41][OH:40])[CH2:35][CH2:34][C:31]1[CH:32]=[CH:33][C:28]([C@@H:9]2[C@@H:8]([CH2:7][CH2:6][C@H:5]([O:4][C:1](=[O:3])[CH3:2])[C:48]3[CH:49]=[CH:50][C:51]([F:54])=[CH:52][CH:53]=3)[C:11](=[O:12])[N:10]2[C:13]2[CH:14]=[CH:15][C:16]([CH2:19][CH2:20][CH2:21][NH:22][C:23]3[S:24][CH:25]=[CH:26][N:27]=3)=[CH:17][CH:18]=2)=[CH:29][CH:30]=1)(=[O:47])[CH3:46]. (3) Given the reactants [Cl:1][C:2]1[CH:3]=[N:4][C:5]2[N:6]([N:8]=[C:9]([C:11]([OH:13])=O)[CH:10]=2)[CH:7]=1.[CH3:14][CH:15]1[C:24]2[N:23]=[CH:22][CH:21]=[CH:20][C:19]=2[CH2:18][CH2:17][NH:16]1, predict the reaction product. The product is: [Cl:1][C:2]1[CH:3]=[N:4][C:5]2[N:6]([N:8]=[C:9]([C:11]([N:16]3[CH:15]([CH3:14])[C:24]4[N:23]=[CH:22][CH:21]=[CH:20][C:19]=4[CH2:18][CH2:17]3)=[O:13])[CH:10]=2)[CH:7]=1.